From a dataset of Forward reaction prediction with 1.9M reactions from USPTO patents (1976-2016). Predict the product of the given reaction. (1) Given the reactants [NH2:1][C@H:2]([C:7]([OH:9])=[O:8])[C:3](S)(C)[CH3:4].C[C@H]1[C@](O)(C(CO)=O)[C@]2(C)[C@H]([C@H]3[C@](F)([C@@H](O)C2)[C@]2(C)[C:17](=[CH:18][C:19]([CH:21]=[CH:22]2)=[O:20])CC3)C1, predict the reaction product. The product is: [NH2:1][C@H:2]([C:7]([OH:9])=[O:8])[CH2:3][C:4]1[CH:22]=[CH:21][C:19]([OH:20])=[CH:18][CH:17]=1. (2) Given the reactants [CH3:1][C:2]1([CH3:18])[NH:7][C:6]2[CH:8]=[C:9]([C:11]3[CH:12]=[N:13][NH:14][C:15]=3[CH3:16])[S:10][C:5]=2[C:4](=[O:17])[NH:3]1.Cl.C([O-])(O)=O.[Na+].[C:25]1(=O)[CH2:30]CCC[CH2:26]1.[O-]S([O-])(=O)=O.[Mg+2].CC1C=CC(S(O)(=O)=O)=CC=1, predict the reaction product. The product is: [CH3:16][C:15]1[NH:14][N:13]=[CH:12][C:11]=1[C:9]1[S:10][C:5]2[C:4](=[O:17])[NH:3][C:2]3([CH2:18][CH2:30][CH2:25][CH2:26][CH2:1]3)[NH:7][C:6]=2[CH:8]=1. (3) Given the reactants [Cl:1][C:2]1[CH:7]=[CH:6][CH:5]=[C:4]([Cl:8])[C:3]=1[N:9]1[C:13]([CH2:14][OH:15])=[C:12]([CH:16]([CH3:18])[CH3:17])[N:11]=[N:10]1.[Br:19][C:20]1[CH:25]=[CH:24][C:23](O)=[CH:22][C:21]=1[CH3:27].C(P(CCCC)CCCC)CCC, predict the reaction product. The product is: [Br:19][C:20]1[CH:25]=[CH:24][C:23]([O:15][CH2:14][C:13]2[N:9]([C:3]3[C:4]([Cl:8])=[CH:5][CH:6]=[CH:7][C:2]=3[Cl:1])[N:10]=[N:11][C:12]=2[CH:16]([CH3:18])[CH3:17])=[CH:22][C:21]=1[CH3:27]. (4) Given the reactants Cl[C:2]1[C:3]2[CH2:16][CH2:15][N:14]([C:17]3[CH:18]=[N:19][CH:20]=[CH:21][CH:22]=3)[C:4]=2[N:5]=[C:6]([N:8]2[CH2:13][CH2:12][O:11][CH2:10][CH2:9]2)[N:7]=1.CC1(C)C(C)(C)OB([C:31]2[CH:36]=[CH:35][N:34]=[CH:33][CH:32]=2)O1.B(O)O, predict the reaction product. The product is: [N:8]1([C:6]2[N:7]=[C:2]([C:31]3[CH:36]=[CH:35][N:34]=[CH:33][CH:32]=3)[C:3]3[CH2:16][CH2:15][N:14]([C:17]4[CH:18]=[N:19][CH:20]=[CH:21][CH:22]=4)[C:4]=3[N:5]=2)[CH2:13][CH2:12][O:11][CH2:10][CH2:9]1.